Dataset: Peptide-MHC class II binding affinity with 134,281 pairs from IEDB. Task: Regression. Given a peptide amino acid sequence and an MHC pseudo amino acid sequence, predict their binding affinity value. This is MHC class II binding data. (1) The peptide sequence is KKLGMLLMTGGVTLVRK. The MHC is DRB1_0701 with pseudo-sequence DRB1_0701. The binding affinity (normalized) is 0.661. (2) The peptide sequence is EKKYFAMTQFEPLAA. The MHC is DRB1_0701 with pseudo-sequence DRB1_0701. The binding affinity (normalized) is 0.805. (3) The binding affinity (normalized) is 0.849. The MHC is DRB1_0301 with pseudo-sequence DRB1_0301. The peptide sequence is VLRTKLMTSRRVLER. (4) The peptide sequence is TSANQPSAEFRRTAP. The MHC is DRB1_0101 with pseudo-sequence DRB1_0101. The binding affinity (normalized) is 0.0952. (5) The MHC is HLA-DQA10401-DQB10402 with pseudo-sequence HLA-DQA10401-DQB10402. The binding affinity (normalized) is 0.556. The peptide sequence is AAATAGTTWYGAFAA. (6) The peptide sequence is SAFQGLFGGLNWITK. The MHC is DRB4_0103 with pseudo-sequence DRB4_0103. The binding affinity (normalized) is 0. (7) The binding affinity (normalized) is 0.644. The peptide sequence is SGQVVTYALNTITNLKK. The MHC is DRB1_1101 with pseudo-sequence DRB1_1101. (8) The peptide sequence is FLLSYGEKDFEDYRF. The MHC is DRB1_0404 with pseudo-sequence DRB1_0404. The binding affinity (normalized) is 0.0131. (9) The peptide sequence is ASRENSGGGVEGIGL. The MHC is DRB3_0301 with pseudo-sequence DRB3_0301. The binding affinity (normalized) is 0. (10) The peptide sequence is KGNFQRLAITKGKVD. The MHC is HLA-DPA10201-DPB10101 with pseudo-sequence HLA-DPA10201-DPB10101. The binding affinity (normalized) is 0.309.